This data is from Catalyst prediction with 721,799 reactions and 888 catalyst types from USPTO. The task is: Predict which catalyst facilitates the given reaction. (1) Reactant: [CH2:1]([N:8]1[CH2:14][CH2:13][CH2:12][CH2:11][C@H:10]([NH:15]C(=O)OC(C)(C)C)[C:9]1=[O:23])[C:2]1[CH:7]=[CH:6][CH:5]=[CH:4][CH:3]=1.[ClH:24].O1CCOCC1. Product: [ClH:24].[NH2:15][C@H:10]1[CH2:11][CH2:12][CH2:13][CH2:14][N:8]([CH2:1][C:2]2[CH:7]=[CH:6][CH:5]=[CH:4][CH:3]=2)[C:9]1=[O:23]. The catalyst class is: 2. (2) Reactant: [NH2:1][C:2](=[O:42])[CH2:3][C:4]1[C:5]([CH2:10][CH2:11][C:12]2[C:17]([C:18]([F:21])([F:20])[F:19])=[CH:16][N:15]=[C:14]([NH:22][C:23]3[CH:28]=[CH:27][C:26]([CH:29]4[CH2:34][CH2:33][CH2:32][N:31](C(OC(C)(C)C)=O)[CH2:30]4)=[CH:25][CH:24]=3)[N:13]=2)=[N:6][CH:7]=[CH:8][CH:9]=1.C(O)(C(F)(F)F)=O. Product: [NH:31]1[CH2:32][CH2:33][CH2:34][CH:29]([C:26]2[CH:27]=[CH:28][C:23]([NH:22][C:14]3[N:13]=[C:12]([CH2:11][CH2:10][C:5]4[C:4]([CH2:3][C:2]([NH2:1])=[O:42])=[CH:9][CH:8]=[CH:7][N:6]=4)[C:17]([C:18]([F:20])([F:19])[F:21])=[CH:16][N:15]=3)=[CH:24][CH:25]=2)[CH2:30]1. The catalyst class is: 2. (3) Reactant: [NH2:1][C:2]1[CH:7]=[C:6]2[O:8][CH2:9][O:10][C:5]2=[CH:4][C:3]=1[C:11]1[CH:20]=[C:19]2[C:14]([CH:15]=[CH:16][C:17]([O:21][CH3:22])=[CH:18]2)=[CH:13][CH:12]=1.Cl.[N:24]([O-])=O.[Na+].O. Product: [CH3:22][O:21][C:17]1[CH:16]=[CH:15][C:14]2=[CH:13][CH:12]=[C:11]3[C:20]([N:24]=[N:1][C:2]4[CH:7]=[C:6]5[O:8][CH2:9][O:10][C:5]5=[CH:4][C:3]3=4)=[C:19]2[CH:18]=1. The catalyst class is: 15.